From a dataset of Acute oral toxicity (LD50) regression data from Zhu et al.. Regression/Classification. Given a drug SMILES string, predict its toxicity properties. Task type varies by dataset: regression for continuous values (e.g., LD50, hERG inhibition percentage) or binary classification for toxic/non-toxic outcomes (e.g., AMES mutagenicity, cardiotoxicity, hepatotoxicity). Dataset: ld50_zhu. (1) The compound is CCCCCCCCCCCCCCCCOP(=O)([O-])OCC[N+](C)(C)C. The rat oral LD50 is 3.22, given as -log10 of the dose in mol/kg body weight (higher means more acutely toxic). (2) The rat oral LD50 is 3.08, given as -log10 of the dose in mol/kg body weight (higher means more acutely toxic). The compound is CCOP(=S)(OCC)Oc1ccc(N=C=S)cc1. (3) The drug is O=P(CCCl)(OCCCl)OCCCl. The rat oral LD50 is 2.49, given as -log10 of the dose in mol/kg body weight (higher means more acutely toxic). (4) The drug is C=C1CC23CC1(O)CCC2C12C=CC(O)C(C)(C(=O)O1)C2C3C(=O)O. The rat oral LD50 is 1.74, given as -log10 of the dose in mol/kg body weight (higher means more acutely toxic). (5) The drug is CNC(=O)Oc1ccc(N=CN(C)C)c(C)c1. The rat oral LD50 is 4.51, given as -log10 of the dose in mol/kg body weight (higher means more acutely toxic).